This data is from Full USPTO retrosynthesis dataset with 1.9M reactions from patents (1976-2016). The task is: Predict the reactants needed to synthesize the given product. (1) The reactants are: C(O[C:6]([C:8]1[N:9]=[CH:10][C:11]2[C:16]([C:17]=1[OH:18])=[CH:15][CH:14]=[C:13]([O:19][C:20]1[CH:25]=[CH:24][CH:23]=[CH:22][CH:21]=1)[CH:12]=2)=[O:7])CCC.[NH2:26][C@@H:27]([C:29]([OH:31])=[O:30])[CH3:28]. Given the product [OH:18][C:17]1[C:16]2[C:11](=[CH:12][C:13]([O:19][C:20]3[CH:21]=[CH:22][CH:23]=[CH:24][CH:25]=3)=[CH:14][CH:15]=2)[CH:10]=[N:9][C:8]=1[C:6]([NH:26][C@H:27]([CH3:28])[C:29]([OH:31])=[O:30])=[O:7], predict the reactants needed to synthesize it. (2) The reactants are: [S:1]1[CH2:5][C:4](=[O:6])[NH:3][C:2]1=[O:7].C([O-])([O-])=O.[K+].[K+].[C:14]([O:18][C:19](=[O:24])[NH:20][CH2:21][CH2:22]Br)([CH3:17])([CH3:16])[CH3:15]. Given the product [C:14]([O:18][C:19](=[O:24])[NH:20][CH2:21][CH2:22][N:3]1[C:4](=[O:6])[CH2:5][S:1][C:2]1=[O:7])([CH3:17])([CH3:16])[CH3:15], predict the reactants needed to synthesize it. (3) Given the product [CH:26]1[C:27]2[C:32](=[CH:31][CH:30]=[CH:29][CH:28]=2)[CH:33]=[CH:34][C:25]=1[S:22]([NH:21][CH2:20][CH2:19][CH2:18][NH:17][C:14](=[O:15])[CH2:13][N:10]1[CH2:11][CH2:12][N:7]([C:4]2[CH:5]=[CH:6][N:1]=[CH:2][CH:3]=2)[CH2:8][CH2:9]1)(=[O:24])=[O:23], predict the reactants needed to synthesize it. The reactants are: [N:1]1[CH:6]=[CH:5][C:4]([N:7]2[CH2:12][CH2:11][N:10]([CH2:13][C:14](Cl)=[O:15])[CH2:9][CH2:8]2)=[CH:3][CH:2]=1.[NH2:17][CH2:18][CH2:19][CH2:20][NH:21][S:22]([C:25]1[CH:34]=[CH:33][C:32]2[C:27](=[CH:28][CH:29]=[CH:30][CH:31]=2)[CH:26]=1)(=[O:24])=[O:23]. (4) Given the product [C:1](=[O:2])([O-:4])[O-:3].[Ca+2:5].[C:6]1([P:12](=[O:13])([O-:15])[O-:14])[CH:11]=[CH:10][CH:9]=[CH:8][CH:7]=1.[Ca+2:5], predict the reactants needed to synthesize it. The reactants are: [C:1](=[O:4])([O-:3])[O-:2].[Ca+2:5].[C:6]1([P:12](=[O:15])([OH:14])[OH:13])[CH:11]=[CH:10][CH:9]=[CH:8][CH:7]=1. (5) Given the product [OH:1][CH2:2][C@@H:3]([NH:8][C:9]([C:11]1[CH:16]=[N:15][C:14]([N:17]2[CH2:21][CH2:20][CH2:19][CH2:18]2)=[C:13]([O:22][CH2:23][C:24]2[CH:29]=[CH:28][C:27]([F:26])=[CH:48][CH:25]=2)[N:12]=1)=[O:10])[CH2:4][CH:5]([CH3:7])[CH3:6], predict the reactants needed to synthesize it. The reactants are: [OH:1][CH2:2][C@@H:3]([NH:8][C:9]([C:11]1[CH:16]=[N:15][C:14]([N:17]2[CH2:21][CH2:20][CH2:19][CH2:18]2)=[C:13]([O:22][CH2:23][CH2:24][CH3:25])[N:12]=1)=[O:10])[CH2:4][CH:5]([CH3:7])[CH3:6].[F:26][C:27]1[CH:48]=CC(COC2N=C(C(O)=O)C=NC=2N2CCCC2)=[CH:29][CH:28]=1.N[C@@H](CC(C)C)CO. (6) Given the product [CH2:1]([O:3][C:4](=[O:5])[C:6]1[CH:11]=[C:10]([Br:12])[C:9]([O:13][CH2:19][C:20]2[CH:25]=[CH:24][CH:23]=[CH:22][N:21]=2)=[N:8][C:7]=1[C:14]([F:17])([F:15])[F:16])[CH3:2], predict the reactants needed to synthesize it. The reactants are: [CH2:1]([O:3][C:4]([C:6]1[CH:11]=[C:10]([Br:12])[C:9](=[O:13])[NH:8][C:7]=1[C:14]([F:17])([F:16])[F:15])=[O:5])[CH3:2].O[CH2:19][C:20]1[CH:25]=[CH:24][CH:23]=[CH:22][N:21]=1.